This data is from Reaction yield outcomes from USPTO patents with 853,638 reactions. The task is: Predict the reaction yield, written as a fraction of the theoretical maximum amount of product (1.0 means a 100% yield; for example, 0.34 means a 34% yield). (1) The reactants are Cl.[NH2:2][CH:3]1[CH2:9][CH:8]2[N:10]([C:11]3[C:20]4[C:15](=[CH:16][CH:17]=[CH:18][CH:19]=4)[C:14]([C:21]#[N:22])=[CH:13][CH:12]=3)[CH:5]([CH2:6][CH2:7]2)[CH2:4]1.ClC(Cl)(Cl)[C:25]([N:27]=C=O)=[O:26]. The catalyst is O1CCCC1. The product is [C:21]([C:14]1[C:15]2[C:20](=[CH:19][CH:18]=[CH:17][CH:16]=2)[C:11]([N:10]2[CH:8]3[CH2:7][CH2:6][CH:5]2[CH2:4][CH:3]([NH:2][C:25]([NH2:27])=[O:26])[CH2:9]3)=[CH:12][CH:13]=1)#[N:22]. The yield is 0.520. (2) The reactants are [CH:1]1([S:4]([C:7]2[CH:12]=[CH:11][C:10]([CH:13]([C:21]3[NH:25][C:24]([C:26]([OH:28])=O)=[CH:23][CH:22]=3)[CH2:14][CH:15]3[CH2:20][CH2:19][O:18][CH2:17][CH2:16]3)=[CH:9][CH:8]=2)(=[O:6])=[O:5])[CH2:3][CH2:2]1.Cl.C([N:32]=C=NCCCN(C)C)C.[NH4+].ON1C2C=CC=CC=2N=N1.O. The catalyst is CN(C)C=O. The product is [CH:1]1([S:4]([C:7]2[CH:12]=[CH:11][C:10]([CH:13]([C:21]3[NH:25][C:24]([C:26]([NH2:32])=[O:28])=[CH:23][CH:22]=3)[CH2:14][CH:15]3[CH2:20][CH2:19][O:18][CH2:17][CH2:16]3)=[CH:9][CH:8]=2)(=[O:6])=[O:5])[CH2:2][CH2:3]1. The yield is 0.700. (3) The reactants are [NH:1]1[CH2:11][CH2:10][CH:4]([C:5]([O:7][CH2:8][CH3:9])=[O:6])[CH2:3][CH2:2]1.O.[C:13](O[C:13]([O:15][C:16]([CH3:19])([CH3:18])[CH3:17])=[O:14])([O:15][C:16]([CH3:19])([CH3:18])[CH3:17])=[O:14]. The catalyst is C1COCC1.C(OCC)(=O)C. The product is [C:16]([O:15][C:13]([N:1]1[CH2:2][CH2:3][CH:4]([C:5]([O:7][CH2:8][CH3:9])=[O:6])[CH2:10][CH2:11]1)=[O:14])([CH3:19])([CH3:18])[CH3:17]. The yield is 0.980. (4) The reactants are [CH3:1][CH:2]([C:7]([O:9][CH3:10])=[O:8])[C:3]([O:5][CH3:6])=[O:4].[H-].[Na+].I[CH2:14][C@@H:15]1[CH2:19][N:18]([C@H:20]([C:22]2[CH:27]=[CH:26][CH:25]=[CH:24][CH:23]=2)[CH3:21])[C:17](=[O:28])[CH2:16]1.O. The catalyst is CS(C)=O. The product is [CH3:6][O:5][C:3](=[O:4])[C:2]([CH3:1])([CH2:14][C@H:15]1[CH2:16][C:17](=[O:28])[N:18]([C@H:20]([C:22]2[CH:27]=[CH:26][CH:25]=[CH:24][CH:23]=2)[CH3:21])[CH2:19]1)[C:7]([O:9][CH3:10])=[O:8]. The yield is 0.810. (5) The reactants are [CH3:1][C:2]1[CH:11]=[CH:10][C:9]2[C:4](=[CH:5][CH:6]=[CH:7][C:8]=2[N:12]2[CH2:17][CH2:16][N:15]([CH2:18][CH2:19][C:20]3[CH:21]=[C:22]([CH:24]=[CH:25][CH:26]=3)[NH2:23])[CH2:14][CH2:13]2)[N:3]=1.[C:27](Cl)(=[O:29])[CH3:28]. No catalyst specified. The product is [CH3:1][C:2]1[CH:11]=[CH:10][C:9]2[C:4](=[CH:5][CH:6]=[CH:7][C:8]=2[N:12]2[CH2:13][CH2:14][N:15]([CH2:18][CH2:19][C:20]3[CH:21]=[C:22]([NH:23][C:27](=[O:29])[CH3:28])[CH:24]=[CH:25][CH:26]=3)[CH2:16][CH2:17]2)[N:3]=1. The yield is 0.520. (6) The reactants are Cl[C:2]1[C:3]2[C:10]([I:11])=[CH:9][N:8]([C@@H:12]3[CH2:17][CH2:16][CH2:15][N:14]([C:18]([O:20][C:21]([CH3:24])([CH3:23])[CH3:22])=[O:19])[CH2:13]3)[C:4]=2[N:5]=[CH:6][N:7]=1.[NH3:25]. The catalyst is CC(O)C. The product is [NH2:25][C:2]1[C:3]2[C:10]([I:11])=[CH:9][N:8]([C@@H:12]3[CH2:17][CH2:16][CH2:15][N:14]([C:18]([O:20][C:21]([CH3:24])([CH3:23])[CH3:22])=[O:19])[CH2:13]3)[C:4]=2[N:5]=[CH:6][N:7]=1. The yield is 0.780. (7) The reactants are [F:1][C:2]1[CH:11]=[CH:10][CH:9]=[C:8]2[C:3]=1[C:4]([CH2:21][C:22]([O:24]C)=O)=[N:5][C:6]([N:12]1[CH2:17][CH2:16][N:15]3[CH2:18][CH2:19][CH2:20][C@@H:14]3[CH2:13]1)=[N:7]2.[NH3:26]. No catalyst specified. The product is [F:1][C:2]1[CH:11]=[CH:10][CH:9]=[C:8]2[C:3]=1[C:4]([CH2:21][C:22]([NH2:26])=[O:24])=[N:5][C:6]([N:12]1[CH2:17][CH2:16][N:15]3[CH2:18][CH2:19][CH2:20][C@@H:14]3[CH2:13]1)=[N:7]2. The yield is 0.440. (8) The reactants are [F:1][C:2]1[C:7]([I:8])=[C:6]([CH3:9])[CH:5]=[CH:4][C:3]=1[CH2:10][OH:11]. The catalyst is ClCCl.[O-2].[Mn+4].[O-2]. The product is [F:1][C:2]1[C:7]([I:8])=[C:6]([CH3:9])[CH:5]=[CH:4][C:3]=1[CH:10]=[O:11]. The yield is 0.790. (9) The reactants are [CH3:1][C:2]1[NH:3][C:4](=[O:26])[C:5]([CH2:11][C:12]2[CH:17]=[CH:16][C:15]([C:18]3[C:19]([C:24]#[N:25])=[CH:20][CH:21]=[CH:22][CH:23]=3)=[CH:14][CH:13]=2)=[C:6]([CH2:8][CH2:9][CH3:10])[N:7]=1.[CH3:27][C:28]1([CH3:40])[CH2:32][C:31]2[CH:33]=[C:34](B(O)O)[CH:35]=[CH:36][C:30]=2[O:29]1.C(N(CC)CC)C.N1C=CC=CC=1. The catalyst is C(Cl)Cl.C(OCC)(=O)C.C([O-])(=O)C.[Cu+2].C([O-])(=O)C. The product is [CH3:27][C:28]1([CH3:40])[CH2:32][C:31]2[CH:33]=[C:34]([N:3]3[C:4](=[O:26])[C:5]([CH2:11][C:12]4[CH:17]=[CH:16][C:15]([C:18]5[C:19]([C:24]#[N:25])=[CH:20][CH:21]=[CH:22][CH:23]=5)=[CH:14][CH:13]=4)=[C:6]([CH2:8][CH2:9][CH3:10])[N:7]=[C:2]3[CH3:1])[CH:35]=[CH:36][C:30]=2[O:29]1. The yield is 0.750.